Task: Predict the product of the given reaction.. Dataset: Forward reaction prediction with 1.9M reactions from USPTO patents (1976-2016) (1) Given the reactants C1(P(C2C=CC=CC=2)C2C=CC=CC=2)C=CC=CC=1.[CH:20]1([CH2:23][N:24]([CH2:37][CH2:38][OH:39])[C:25]2[CH:32]=[CH:31][C:28]([C:29]#[N:30])=[C:27]([C:33]([F:36])([F:35])[F:34])[CH:26]=2)[CH2:22][CH2:21]1.[C:40]([C:44]1[CH:49]=[CH:48][C:47](O)=[CH:46][CH:45]=1)([CH3:43])([CH3:42])[CH3:41].C1C=CC(COC(/N=N/C(OCC2C=CC=CC=2)=O)=O)=CC=1.C(=O)([O-])[O-], predict the reaction product. The product is: [CH:20]1([CH2:23][N:24]([CH2:37][CH2:38][O:39][C:47]2[CH:48]=[CH:49][C:44]([C:40]([CH3:43])([CH3:42])[CH3:41])=[CH:45][CH:46]=2)[C:25]2[CH:32]=[CH:31][C:28]([C:29]#[N:30])=[C:27]([C:33]([F:35])([F:36])[F:34])[CH:26]=2)[CH2:21][CH2:22]1. (2) Given the reactants [C:1]1([Mg]Br)[CH:6]=[CH:5][CH:4]=[CH:3][CH:2]=1.[C:9]([C:12](=[C:17]([CH3:19])[CH3:18])[C:13]([O:15][CH3:16])=[O:14])(=[O:11])[CH3:10].[NH4+].[Cl-], predict the reaction product. The product is: [C:9]([CH:12]([C:17]([CH3:19])([C:1]1[CH:6]=[CH:5][CH:4]=[CH:3][CH:2]=1)[CH3:18])[C:13]([O:15][CH3:16])=[O:14])(=[O:11])[CH3:10]. (3) Given the reactants [CH2:1]([N:8]1[CH2:15][CH:14]([OH:16])[CH2:13][N:12]([S:17]([C:20]2[CH:25]=[CH:24][CH:23]=[CH:22][CH:21]=2)(=[O:19])=[O:18])[CH2:11][CH:10](O)[CH2:9]1)[C:2]1[CH:7]=[CH:6][CH:5]=[CH:4][CH:3]=1.CS(O)(=O)=O, predict the reaction product. The product is: [CH2:1]([N:8]1[CH2:9][CH:10]2[O:16][CH:14]([CH2:13][N:12]([S:17]([C:20]3[CH:21]=[CH:22][CH:23]=[CH:24][CH:25]=3)(=[O:18])=[O:19])[CH2:11]2)[CH2:15]1)[C:2]1[CH:3]=[CH:4][CH:5]=[CH:6][CH:7]=1. (4) Given the reactants [Cl-].O[NH3+:3].[C:4](=[O:7])([O-])[OH:5].[Na+].CS(C)=O.[CH2:13]([C:17]1[N:18]=[C:19]([CH3:47])[N:20]([C:39]2[CH:44]=[CH:43][C:42]([CH3:45])=[C:41]([CH3:46])[CH:40]=2)[C:21](=[O:38])[C:22]=1[CH2:23][C:24]1[CH:29]=[CH:28][C:27]([C:30]2[C:31]([C:36]#[N:37])=[CH:32][CH:33]=[CH:34][CH:35]=2)=[CH:26][CH:25]=1)[CH2:14][CH2:15][CH3:16], predict the reaction product. The product is: [CH2:13]([C:17]1[N:18]=[C:19]([CH3:47])[N:20]([C:39]2[CH:44]=[CH:43][C:42]([CH3:45])=[C:41]([CH3:46])[CH:40]=2)[C:21](=[O:38])[C:22]=1[CH2:23][C:24]1[CH:25]=[CH:26][C:27]([C:30]2[CH:35]=[CH:34][CH:33]=[CH:32][C:31]=2[C:36]2[NH:3][C:4](=[O:7])[O:5][N:37]=2)=[CH:28][CH:29]=1)[CH2:14][CH2:15][CH3:16]. (5) Given the reactants [CH3:1][N:2]1[C:14]2[CH2:13][CH2:12][CH:11]([CH:15]3[CH2:20][CH2:19][O:18][CH2:17][CH2:16]3)[CH2:10][C:9]=2[C:8]2[C:3]1=[CH:4][CH:5]=[C:6]([C:21]([O:23]C)=[O:22])[CH:7]=2.[OH-].[Na+], predict the reaction product. The product is: [CH3:1][N:2]1[C:14]2[CH2:13][CH2:12][CH:11]([CH:15]3[CH2:16][CH2:17][O:18][CH2:19][CH2:20]3)[CH2:10][C:9]=2[C:8]2[C:3]1=[CH:4][CH:5]=[C:6]([C:21]([OH:23])=[O:22])[CH:7]=2. (6) Given the reactants C[O:2][C:3](=[O:17])[CH:4]=[CH:5][C:6]1[C:11]([CH3:12])=[CH:10][C:9]([CH:13]=[O:14])=[CH:8][C:7]=1[CH2:15][CH3:16], predict the reaction product. The product is: [CH2:15]([C:7]1[CH:8]=[C:9]([CH:13]=[O:14])[CH:10]=[C:11]([CH3:12])[C:6]=1[CH:5]=[CH:4][C:3]([OH:17])=[O:2])[CH3:16]. (7) Given the reactants [C:1]([N:20]1[CH:24]=[CH:23][N:22]=[C:21]1[N:25]=CN(C)C)([C:14]1[CH:19]=[CH:18][CH:17]=[CH:16][CH:15]=1)([C:8]1[CH:13]=[CH:12][CH:11]=[CH:10][CH:9]=1)[C:2]1[CH:7]=[CH:6][CH:5]=[CH:4][CH:3]=1.C(O)C.NN, predict the reaction product. The product is: [C:1]([N:20]1[CH:24]=[CH:23][N:22]=[C:21]1[NH2:25])([C:14]1[CH:15]=[CH:16][CH:17]=[CH:18][CH:19]=1)([C:8]1[CH:9]=[CH:10][CH:11]=[CH:12][CH:13]=1)[C:2]1[CH:7]=[CH:6][CH:5]=[CH:4][CH:3]=1.